From a dataset of Forward reaction prediction with 1.9M reactions from USPTO patents (1976-2016). Predict the product of the given reaction. (1) The product is: [C:1]([O:5][CH2:6][CH2:7][CH2:8][CH3:9])(=[O:4])[CH:2]=[CH2:3].[C:10]([OH:14])(=[O:13])[CH:11]=[CH2:12].[C:22]([OH:26])(=[O:25])[CH:23]=[CH2:24].[C:27]([OH:31])(=[O:30])[CH:28]=[CH2:29].[C:32]([OH:36])(=[O:35])[CH:33]=[CH2:34].[CH2:37]([C:39]([CH2:44][OH:45])([CH2:42][OH:43])[CH2:40][CH3:41])[OH:38]. Given the reactants [C:1]([O:5][CH2:6][CH2:7][CH2:8][CH3:9])(=[O:4])[CH:2]=[CH2:3].[C:10]([OH:14])(=[O:13])[CH:11]=[CH2:12].C(C1NC=CN=1)=C.[C:22]([OH:26])(=[O:25])[CH:23]=[CH2:24].[C:27]([OH:31])(=[O:30])[CH:28]=[CH2:29].[C:32]([OH:36])(=[O:35])[CH:33]=[CH2:34].[CH2:37]([C:39]([CH2:44][OH:45])([CH2:42][OH:43])[CH2:40][CH3:41])[OH:38], predict the reaction product. (2) The product is: [Br:1][C:2]1[CH:3]=[C:4]2[C:8](=[CH:9][CH:10]=1)[N:7]([C:16]([O:15][C:11]([CH3:14])([CH3:13])[CH3:12])=[O:17])[CH2:6][CH2:5]2. Given the reactants [Br:1][C:2]1[CH:3]=[C:4]2[C:8](=[CH:9][CH:10]=1)[NH:7][CH2:6][CH2:5]2.[C:11]([O:15][C:16](O[C:16]([O:15][C:11]([CH3:14])([CH3:13])[CH3:12])=[O:17])=[O:17])([CH3:14])([CH3:13])[CH3:12], predict the reaction product. (3) Given the reactants [O:1]1[CH2:6][CH2:5][CH2:4][CH2:3][CH:2]1[OH:7].C([O:10][C:11]([CH2:13][CH:14]=[C:15]1CCP(C2C=CC=CC=2)C1(C1C=CC=CC=1)C1C=CC=CC=1)=O)C.[CH:38]1C=CC=CC=1, predict the reaction product. The product is: [OH:10][CH2:11][CH2:13][CH2:14][CH2:15]/[CH:4]=[C:3](\[CH3:38])/[C:2]([O:1][CH2:6][CH3:5])=[O:7]. (4) Given the reactants C([O:4][C@@H:5]1[C@H:9]([Br:10])[C@@H:8]([CH2:11][O:12]C(=O)C)[O:7][C@H:6]1[N:16]1[CH:23]=[CH:22][C:20](=[O:21])[NH:19][C:17]1=[O:18])(=O)C, predict the reaction product. The product is: [Br:10][C@@H:9]1[C@@H:8]([CH2:11][OH:12])[O:7][C@@H:6]([N:16]2[CH:23]=[CH:22][C:20](=[O:21])[NH:19][C:17]2=[O:18])[C@@H:5]1[OH:4]. (5) Given the reactants [CH3:1][C:2]1[C:6]([C:7]2[CH:8]=[C:9]3[N:15]([C@H:16]([C:18]4[CH:23]=[CH:22][CH:21]=[CH:20][N:19]=4)[CH3:17])[CH:14]=[C:13]([C:24]4[CH:33]=[CH:32][C:27]([C:28]([O:30]C)=[O:29])=[CH:26][CH:25]=4)[C:10]3=[N:11][CH:12]=2)=[C:5]([CH3:34])[O:4][N:3]=1.[OH-].[Li+].O.Cl, predict the reaction product. The product is: [CH3:1][C:2]1[C:6]([C:7]2[CH:8]=[C:9]3[N:15]([C@H:16]([C:18]4[CH:23]=[CH:22][CH:21]=[CH:20][N:19]=4)[CH3:17])[CH:14]=[C:13]([C:24]4[CH:25]=[CH:26][C:27]([C:28]([OH:30])=[O:29])=[CH:32][CH:33]=4)[C:10]3=[N:11][CH:12]=2)=[C:5]([CH3:34])[O:4][N:3]=1.